Predict the product of the given reaction. From a dataset of Forward reaction prediction with 1.9M reactions from USPTO patents (1976-2016). (1) The product is: [C:12]([O:11][C:9]([N:22]1[CH2:23][CH2:24][N:19]([CH2:18][CH2:17][OH:16])[CH2:20][CH2:21]1)=[O:10])([CH3:13])([CH3:14])[CH3:15]. Given the reactants [CH3:13][C:12]([O:11][C:9](O[C:9]([O:11][C:12]([CH3:15])([CH3:14])[CH3:13])=[O:10])=[O:10])([CH3:15])[CH3:14].[OH:16][CH2:17][CH2:18][N:19]1[CH2:24][CH2:23][NH:22][CH2:21][CH2:20]1, predict the reaction product. (2) Given the reactants [CH2:1]([S:5]([N:8]1[CH2:17][CH2:16][C:15]2[N:14]=[C:13]([C:18]([O:20]C)=O)[CH:12]=[CH:11][C:10]=2[CH2:9]1)(=[O:7])=[O:6])[CH2:2][CH2:3][CH3:4].[K].[NH2:23][OH:24].C(O)(=O)C, predict the reaction product. The product is: [CH2:1]([S:5]([N:8]1[CH2:17][CH2:16][C:15]2[N:14]=[C:13]([C:18]([NH:23][OH:24])=[O:20])[CH:12]=[CH:11][C:10]=2[CH2:9]1)(=[O:6])=[O:7])[CH2:2][CH2:3][CH3:4]. (3) Given the reactants Cl.CCOCC.[CH3:7][O:8][C:9](=[O:25])[CH2:10][N:11]1[C:15]([C:16](C)(C)[O:17][SiH2]C(C)(C)C)=[CH:14][N:13]=[CH:12]1, predict the reaction product. The product is: [CH3:7][O:8][C:9](=[O:25])[CH2:10][N:11]1[C:15]([CH2:16][OH:17])=[CH:14][N:13]=[CH:12]1. (4) Given the reactants [CH3:1][C:2]1([CH3:38])[O:6][C@H:5]([CH2:7][N:8]2[CH:12]=[CH:11][C:10]([NH:13][C:14](=[O:37])[CH:15]([N:20]3[C:25](=[O:26])[CH:24]=[C:23]([O:27]N4C5C=CC=CC=5N=N4)[CH:22]=[N:21]3)[CH2:16][CH:17]([CH3:19])[CH3:18])=[N:9]2)[CH2:4][O:3]1.C(=O)([O-])[O-].[Cs+].[Cs+].[C:45]1(O)[C:54]2[C:49](=[CH:50][CH:51]=[CH:52][CH:53]=2)[CH:48]=[CH:47][CH:46]=1, predict the reaction product. The product is: [CH3:1][C:2]1([CH3:38])[O:6][C@H:5]([CH2:7][N:8]2[CH:12]=[CH:11][C:10]([NH:13][C:14](=[O:37])[CH:15]([N:20]3[C:25](=[O:26])[CH:24]=[C:23]([O:27][C:53]4[C:54]5[C:49](=[CH:48][CH:47]=[CH:46][CH:45]=5)[CH:50]=[CH:51][CH:52]=4)[CH:22]=[N:21]3)[CH2:16][CH:17]([CH3:18])[CH3:19])=[N:9]2)[CH2:4][O:3]1. (5) The product is: [C:31]([C:34]1[CH:39]=[CH:38][C:37]([O:1][C:2]2[CH:3]=[C:4]([C:14]3[N:15]([C:24]([O:26][C:27]([CH3:29])([CH3:28])[CH3:30])=[O:25])[C:16]([C:19]4[S:20][CH:21]=[CH:22][N:23]=4)=[CH:17][CH:18]=3)[CH:5]=[C:6]([O:8][C@@H:9]([CH3:13])[CH2:10][O:11][CH3:12])[CH:7]=2)=[CH:36][CH:35]=1)(=[O:33])[CH3:32]. Given the reactants [OH:1][C:2]1[CH:3]=[C:4]([C:14]2[N:15]([C:24]([O:26][C:27]([CH3:30])([CH3:29])[CH3:28])=[O:25])[C:16]([C:19]3[S:20][CH:21]=[CH:22][N:23]=3)=[CH:17][CH:18]=2)[CH:5]=[C:6]([O:8][C@@H:9]([CH3:13])[CH2:10][O:11][CH3:12])[CH:7]=1.[C:31]([C:34]1[CH:39]=[CH:38][C:37](B(O)O)=[CH:36][CH:35]=1)(=[O:33])[CH3:32].C(N(CC)CC)C, predict the reaction product.